This data is from NCI-60 drug combinations with 297,098 pairs across 59 cell lines. The task is: Regression. Given two drug SMILES strings and cell line genomic features, predict the synergy score measuring deviation from expected non-interaction effect. Drug 1: CCC1=CC2CC(C3=C(CN(C2)C1)C4=CC=CC=C4N3)(C5=C(C=C6C(=C5)C78CCN9C7C(C=CC9)(C(C(C8N6C)(C(=O)OC)O)OC(=O)C)CC)OC)C(=O)OC.C(C(C(=O)O)O)(C(=O)O)O. Drug 2: C1=NC(=NC(=O)N1C2C(C(C(O2)CO)O)O)N. Cell line: A549. Synergy scores: CSS=31.9, Synergy_ZIP=0.151, Synergy_Bliss=-0.0473, Synergy_Loewe=-15.0, Synergy_HSA=-1.32.